From a dataset of Forward reaction prediction with 1.9M reactions from USPTO patents (1976-2016). Predict the product of the given reaction. Given the reactants F[C:2]1[CH:7]=[CH:6][CH:5]=[C:4]([C:8]#[N:9])[C:3]=1[C:10]#[N:11].O.[NH2:13][NH2:14], predict the reaction product. The product is: [NH2:11][C:10]1[C:3]2[C:4]([C:8]#[N:9])=[CH:5][CH:6]=[CH:7][C:2]=2[NH:14][N:13]=1.